This data is from Forward reaction prediction with 1.9M reactions from USPTO patents (1976-2016). The task is: Predict the product of the given reaction. (1) Given the reactants [CH2:1]([O:3][C:4](=[O:24])[CH2:5][CH:6]1[O:10][B:9]([OH:11])[C:8]2[CH:12]=[C:13]([O:17]C3CCCCO3)[CH:14]=[C:15]([F:16])[C:7]1=2)[CH3:2].Cl, predict the reaction product. The product is: [CH2:1]([O:3][C:4](=[O:24])[CH2:5][CH:6]1[O:10][B:9]([OH:11])[C:8]2[CH:12]=[C:13]([OH:17])[CH:14]=[C:15]([F:16])[C:7]1=2)[CH3:2]. (2) Given the reactants [SH-].[Na+].[CH3:3][C:4]1([CH3:14])[O:8][N:7]=[C:6]([S:9]([CH2:12][CH3:13])(=O)=O)[CH2:5]1.C(=O)([O-])[O-].[K+].[K+].C(S([O-])=O)O.[Na+].BrCC1[C:30]([Cl:37])=[N:31][N:32]([CH2:35][CH3:36])[C:33]=1[Cl:34], predict the reaction product. The product is: [Cl:37][C:30]1[C:13]([CH2:12][S:9][C:6]2[CH2:5][C:4]([CH3:14])([CH3:3])[O:8][N:7]=2)=[C:33]([Cl:34])[N:32]([CH2:35][CH3:36])[N:31]=1. (3) Given the reactants [NH2:1][C:2]1[C:11]([C:12]2[S:13][C:14]3[CH:20]=[CH:19][C:18]([NH2:21])=[CH:17][C:15]=3[CH:16]=2)=[CH:10][C:5]([C:6]([O:8][CH3:9])=[O:7])=[CH:4][N:3]=1.[F:22][C:23]1[CH:31]=[CH:30][C:29]([CH3:32])=[CH:28][C:24]=1[C:25](O)=[O:26], predict the reaction product. The product is: [NH2:1][C:2]1[C:11]([C:12]2[S:13][C:14]3[CH:20]=[CH:19][C:18]([NH:21][C:25](=[O:26])[C:24]4[CH:28]=[C:29]([CH3:32])[CH:30]=[CH:31][C:23]=4[F:22])=[CH:17][C:15]=3[CH:16]=2)=[CH:10][C:5]([C:6]([O:8][CH3:9])=[O:7])=[CH:4][N:3]=1. (4) Given the reactants [C:1](OC)(OC)(OC)[CH2:2][CH2:3][CH3:4].Cl.N1C=CC=CC=1.[NH2:18][C:19]1[CH:20]=[N:21][C:22]2[C:27]([C:28]=1[NH:29][CH2:30][C:31]([CH3:34])([OH:33])[CH3:32])=[CH:26][CH:25]=[CH:24][CH:23]=2, predict the reaction product. The product is: [CH2:2]([C:1]1[N:29]([CH2:30][C:31]([CH3:34])([OH:33])[CH3:32])[C:28]2[C:27]3[CH:26]=[CH:25][CH:24]=[CH:23][C:22]=3[N:21]=[CH:20][C:19]=2[N:18]=1)[CH2:3][CH3:4]. (5) Given the reactants [C:1]([O:4][C@@H:5]1[C@H:9]([O:10][C:11](=[O:13])[CH3:12])[C@@H:8]([CH2:14][O:15][C:16](=[O:18])[CH3:17])[O:7][C@H:6]1[N:19]1[CH:27]=[N:26][C:25]2[C:20]1=[N:21][C:22]([Cl:29])=[N:23][C:24]=2Cl)(=[O:3])[CH3:2].[CH2:30]([C:33]1[NH:34][CH:35]=[CH:36][N:37]=1)[CH2:31][CH3:32], predict the reaction product. The product is: [C:1]([O:4][C@@H:5]1[C@H:14]([O:15][C:16](=[O:18])[CH3:17])[C@@H:8]([CH2:9][O:10][C:11](=[O:13])[CH3:12])[O:7][C@H:6]1[N:19]1[CH:27]=[N:26][C:25]2[C:20]1=[N:21][C:22]([Cl:29])=[N:23][C:24]=2[N:34]1[CH:35]=[CH:36][N:37]=[C:33]1[CH2:30][CH2:31][CH3:32])(=[O:3])[CH3:2]. (6) Given the reactants [NH2:1][CH:2]1[C:10]2[CH:11]=[CH:12][CH:13]=[CH:14][C:9]=2[S:8](=[O:16])(=[O:15])[C:4]2([CH2:7][CH2:6][CH2:5]2)[CH2:3]1.[C:17](=O)([O:19]C1C=CC=CC=1)N.[NH2:27][C:28]1[CH:37]=[CH:36][CH:35]=[C:34]2[C:29]=1[CH:30]=[CH:31][N:32]=[CH:33]2, predict the reaction product. The product is: [O:15]=[S:8]1(=[O:16])[C:4]2([CH2:5][CH2:6][CH2:7]2)[CH2:3][CH:2]([NH:1][C:17]([NH:27][C:28]2[CH:37]=[CH:36][CH:35]=[C:34]3[C:29]=2[CH:30]=[CH:31][N:32]=[CH:33]3)=[O:19])[C:10]2[CH:11]=[CH:12][CH:13]=[CH:14][C:9]1=2. (7) Given the reactants [NH2:1][C:2]1[CH:9]=[CH:8][C:7]([Br:10])=[CH:6][C:3]=1[C:4]#[N:5].C(N(CC)C(C)C)(C)C.[N:20]1[CH:25]=[CH:24][CH:23]=[CH:22][C:21]=1[C:26](Cl)=[O:27], predict the reaction product. The product is: [Br:10][C:7]1[CH:8]=[CH:9][C:2]([NH:1][C:26]([C:21]2[CH:22]=[CH:23][CH:24]=[CH:25][N:20]=2)=[O:27])=[C:3]([C:4]#[N:5])[CH:6]=1. (8) Given the reactants [NH2:1][C:2]1[CH:7]=[CH:6][C:5]([Br:8])=[CH:4][N:3]=1.Br[CH2:10][C:11]([C:13]1[CH:18]=[CH:17][C:16]([C:19]([F:22])([F:21])[F:20])=[C:15]([N+:23]([O-:25])=[O:24])[CH:14]=1)=O, predict the reaction product. The product is: [Br:8][C:5]1[CH:6]=[CH:7][C:2]2[N:3]([CH:10]=[C:11]([C:13]3[CH:18]=[CH:17][C:16]([C:19]([F:22])([F:21])[F:20])=[C:15]([N+:23]([O-:25])=[O:24])[CH:14]=3)[N:1]=2)[CH:4]=1.